From a dataset of TCR-epitope binding with 47,182 pairs between 192 epitopes and 23,139 TCRs. Binary Classification. Given a T-cell receptor sequence (or CDR3 region) and an epitope sequence, predict whether binding occurs between them. (1) The epitope is RAKFKQLL. The TCR CDR3 sequence is CASSLVLGRETEAFF. Result: 1 (the TCR binds to the epitope). (2) The epitope is QASQEVKNW. The TCR CDR3 sequence is CASSFGTEAFF. Result: 0 (the TCR does not bind to the epitope). (3) The epitope is HTTDPSFLGRY. Result: 1 (the TCR binds to the epitope). The TCR CDR3 sequence is CASSYSGLDYSGANVLTF. (4) The epitope is NLDSKVGGNY. The TCR CDR3 sequence is CATAPAGYTDTQYF. Result: 1 (the TCR binds to the epitope).